This data is from NCI-60 drug combinations with 297,098 pairs across 59 cell lines. The task is: Regression. Given two drug SMILES strings and cell line genomic features, predict the synergy score measuring deviation from expected non-interaction effect. (1) Drug 1: CC1=C(C=C(C=C1)NC2=NC=CC(=N2)N(C)C3=CC4=NN(C(=C4C=C3)C)C)S(=O)(=O)N.Cl. Drug 2: CN(C)N=NC1=C(NC=N1)C(=O)N. Cell line: HOP-62. Synergy scores: CSS=0.234, Synergy_ZIP=-0.236, Synergy_Bliss=-0.543, Synergy_Loewe=-7.57, Synergy_HSA=-3.91. (2) Drug 1: CN1C(=O)N2C=NC(=C2N=N1)C(=O)N. Drug 2: C1=NNC2=C1C(=O)NC=N2. Cell line: RXF 393. Synergy scores: CSS=-1.71, Synergy_ZIP=2.42, Synergy_Bliss=2.29, Synergy_Loewe=-2.51, Synergy_HSA=-1.89. (3) Drug 1: C1=C(C(=O)NC(=O)N1)F. Drug 2: C1CNP(=O)(OC1)N(CCCl)CCCl. Cell line: LOX IMVI. Synergy scores: CSS=31.6, Synergy_ZIP=-0.886, Synergy_Bliss=-3.10, Synergy_Loewe=-20.7, Synergy_HSA=-3.90. (4) Synergy scores: CSS=8.04, Synergy_ZIP=-10.4, Synergy_Bliss=-14.0, Synergy_Loewe=-62.1, Synergy_HSA=-12.2. Drug 2: CC12CCC3C(C1CCC2OP(=O)(O)O)CCC4=C3C=CC(=C4)OC(=O)N(CCCl)CCCl.[Na+]. Drug 1: CC1C(C(CC(O1)OC2CC(CC3=C2C(=C4C(=C3O)C(=O)C5=C(C4=O)C(=CC=C5)OC)O)(C(=O)CO)O)N)O.Cl. Cell line: A549. (5) Drug 1: C1=CC(=CC=C1CCC2=CNC3=C2C(=O)NC(=N3)N)C(=O)NC(CCC(=O)O)C(=O)O. Drug 2: CN1C(=O)N2C=NC(=C2N=N1)C(=O)N. Cell line: SN12C. Synergy scores: CSS=10.5, Synergy_ZIP=-4.10, Synergy_Bliss=-9.09, Synergy_Loewe=-26.9, Synergy_HSA=-8.62. (6) Drug 1: CCC1=CC2CC(C3=C(CN(C2)C1)C4=CC=CC=C4N3)(C5=C(C=C6C(=C5)C78CCN9C7C(C=CC9)(C(C(C8N6C)(C(=O)OC)O)OC(=O)C)CC)OC)C(=O)OC.C(C(C(=O)O)O)(C(=O)O)O. Drug 2: COC1=C2C(=CC3=C1OC=C3)C=CC(=O)O2. Cell line: MDA-MB-435. Synergy scores: CSS=35.6, Synergy_ZIP=0.520, Synergy_Bliss=-2.36, Synergy_Loewe=-34.3, Synergy_HSA=-2.75.